Dataset: Retrosynthesis with 50K atom-mapped reactions and 10 reaction types from USPTO. Task: Predict the reactants needed to synthesize the given product. (1) Given the product CCOC(=O)C(Oc1ccc2c(c1)CN(C(=O)C1SCCN1C(=O)C[C@@H](Cc1cc(F)c(F)cc1F)NC(=O)OC(C)(C)C)CC2)C(C)C, predict the reactants needed to synthesize it. The reactants are: CC(C)(C)OC(=O)N[C@@H](CC(=O)N1CCSC1C(=O)O)Cc1cc(F)c(F)cc1F.CCOC(=O)C(Oc1ccc2c(c1)CNCC2)C(C)C. (2) Given the product CN(C1CCC2(CC1)OCCO2)S(=O)(=O)c1ccc(Nc2nccc(Nc3ccc(F)cc3)n2)cc1, predict the reactants needed to synthesize it. The reactants are: CNC1CCC2(CC1)OCCO2.O=S(=O)(Cl)c1ccc(Nc2nccc(Nc3ccc(F)cc3)n2)cc1. (3) Given the product Fc1ncccc1-c1ncnc2c1ncn2C1CCCCO1, predict the reactants needed to synthesize it. The reactants are: CC1(C)OB(c2cccnc2F)OC1(C)C.Clc1ncnc2c1ncn2C1CCCCO1. (4) Given the product CC(C)(C)OC(=O)N1CCC(Nc2ccc(C#N)cn2)CC1, predict the reactants needed to synthesize it. The reactants are: CC(C)(C)OC(=O)N1CCC(N)CC1.N#Cc1ccc(Cl)nc1. (5) The reactants are: CN.COCCOc1nc(N)c2[nH]c(=O)n(Cc3ccc(CCl)cc3)c2n1. Given the product CNCc1ccc(Cn2c(=O)[nH]c3c(N)nc(OCCOC)nc32)cc1, predict the reactants needed to synthesize it. (6) Given the product ON=Cc1nc(NCc2ccc3c(c2)OCO3)c2cc(Cl)ccc2n1, predict the reactants needed to synthesize it. The reactants are: NO.O=Cc1nc(NCc2ccc3c(c2)OCO3)c2cc(Cl)ccc2n1. (7) Given the product NC[C@H](Cc1ccc(Cl)cc1Cl)Nc1nnc(-c2ccc3cnccc3c2)s1, predict the reactants needed to synthesize it. The reactants are: O=C1c2ccccc2C(=O)N1C[C@H](Cc1ccc(Cl)cc1Cl)Nc1nnc(-c2ccc3cnccc3c2)s1. (8) Given the product CCOC(=O)c1cc(Cl)cnc1NC(=O)Cc1cccc(Oc2ccccc2)c1, predict the reactants needed to synthesize it. The reactants are: CCOC(=O)c1cc(Cl)cnc1N.O=C(Cl)Cc1cccc(Oc2ccccc2)c1. (9) Given the product Cc1cccc(NC(=O)NCC(=O)N(CC(=O)N(CC(=O)OC(C)(C)C)c2ccccc2)c2ccccc2)c1, predict the reactants needed to synthesize it. The reactants are: CC(C)(C)OC(=O)CN(C(=O)CN(C(=O)CN)c1ccccc1)c1ccccc1.Cc1cccc(N=C=O)c1.